Dataset: Forward reaction prediction with 1.9M reactions from USPTO patents (1976-2016). Task: Predict the product of the given reaction. (1) Given the reactants [CH2:1]([O:3][C:4]1[CH:9]=[CH:8][C:7]([N:10]2[C:19](=[O:20])[C:18]3[C:13](=[CH:14][CH:15]=[CH:16][CH:17]=3)[N:12]=[C:11]2[C@H:21]([NH:23][CH2:24][CH:25]2[CH2:30][CH2:29][N:28]([CH:31]([CH3:33])[CH3:32])[CH2:27][CH2:26]2)[CH3:22])=[CH:6][CH:5]=1)[CH3:2].[F:34][C:35]1[CH:40]=[CH:39][C:38]([CH2:41][C:42](O)=[O:43])=[CH:37][C:36]=1[C:45]([F:48])([F:47])[F:46].CN1CCOCC1.ON1C2C=CC=CC=2N=N1.Cl.CN(C)CCCN=C=NCC.C(Cl)CCl, predict the reaction product. The product is: [CH2:1]([O:3][C:4]1[CH:5]=[CH:6][C:7]([N:10]2[C:19](=[O:20])[C:18]3[C:13](=[CH:14][CH:15]=[CH:16][CH:17]=3)[N:12]=[C:11]2[C@H:21]([N:23]([CH2:24][CH:25]2[CH2:30][CH2:29][N:28]([CH:31]([CH3:32])[CH3:33])[CH2:27][CH2:26]2)[C:42](=[O:43])[CH2:41][C:38]2[CH:39]=[CH:40][C:35]([F:34])=[C:36]([C:45]([F:46])([F:48])[F:47])[CH:37]=2)[CH3:22])=[CH:8][CH:9]=1)[CH3:2]. (2) Given the reactants C([O:8][C:9]1[C:14](=[O:15])[N:13]2[CH:16]=[C:17]([N:20]3[CH2:25][CH2:24][O:23][CH2:22][CH2:21]3)[CH:18]=[CH:19][C:12]2=[N:11][C:10]=1[C:26]1[N:30]=[C:29]([CH2:31][C:32]2[CH:37]=[CH:36][C:35]([F:38])=[CH:34][CH:33]=2)[O:28][N:27]=1)C1C=CC=CC=1.Cl, predict the reaction product. The product is: [F:38][C:35]1[CH:34]=[CH:33][C:32]([CH2:31][C:29]2[O:28][N:27]=[C:26]([C:10]3[N:11]=[C:12]4[CH:19]=[CH:18][C:17]([N:20]5[CH2:21][CH2:22][O:23][CH2:24][CH2:25]5)=[CH:16][N:13]4[C:14](=[O:15])[C:9]=3[OH:8])[N:30]=2)=[CH:37][CH:36]=1.